From a dataset of Full USPTO retrosynthesis dataset with 1.9M reactions from patents (1976-2016). Predict the reactants needed to synthesize the given product. (1) The reactants are: [Cl:1][C:2]1[CH:8]=[C:7](I)[C:5]([NH2:6])=[C:4]([F:10])[CH:3]=1.BrC1C([NH2:18])=C(F)C(C(F)(F)F)=CC=1. Given the product [Cl:1][C:2]1[CH:8]=[C:7]([NH2:18])[C:5]([NH2:6])=[C:4]([F:10])[CH:3]=1, predict the reactants needed to synthesize it. (2) Given the product [ClH:26].[NH2:27][C:21]1[C:22]2[C:17](=[C:16]([O:15][C@@H:12]3[CH2:13][CH2:14][C@H:9]([NH2:8])[CH2:10][CH2:11]3)[CH:25]=[CH:24][CH:23]=2)[CH:18]=[CH:19][N:20]=1, predict the reactants needed to synthesize it. The reactants are: C(OC([NH:8][C@H:9]1[CH2:14][CH2:13][C@@H:12]([O:15][C:16]2[CH:25]=[CH:24][CH:23]=[C:22]3[C:17]=2[CH:18]=[CH:19][N:20]=[C:21]3[Cl:26])[CH2:11][CH2:10]1)=O)(C)(C)C.[NH3:27]. (3) Given the product [F:27][C:2]([F:1])([F:26])[C@:3]([C:6]1[CH:7]=[CH:8][C:9]([N:12]2[CH2:17][CH2:16][N:15]([S:18]([C:21]3[S:22][CH:23]=[CH:24][CH:25]=3)(=[O:19])=[O:20])[CH2:14][CH2:13]2)=[CH:10][CH:11]=1)([OH:5])[CH3:4], predict the reactants needed to synthesize it. The reactants are: [F:1][C:2]([F:27])([F:26])[C@@:3]([C:6]1[CH:11]=[CH:10][C:9]([N:12]2[CH2:17][CH2:16][N:15]([S:18]([C:21]3[S:22][CH:23]=[CH:24][CH:25]=3)(=[O:20])=[O:19])[CH2:14][CH2:13]2)=[CH:8][CH:7]=1)([OH:5])[CH3:4].C1N=C(N)C2N=CN([C@@H]3O[C@H](COP(OP(OC[C@H]4O[C@@H](N5C=C(C(N)=O)CC=C5)[C@H](O)[C@@H]4O)(O)=O)(O)=O)[C@@H](O)[C@H]3OP(O)(O)=O)C=2N=1. (4) Given the product [O:14]1[C:10]2[CH:11]=[CH:17][N:19]=[C:8]([N:1]3[CH2:7][CH2:6][CH2:5][N:4]([C:30]([N:24]4[CH2:29][CH2:28][O:27][CH2:26][CH2:25]4)=[O:31])[CH2:3][CH2:2]3)[C:9]=2[CH:16]=[CH:15]1, predict the reactants needed to synthesize it. The reactants are: [N:1]1([C:8]2C=N[CH:11]=[C:10]3[O:14][CH:15]=[CH:16][C:9]=23)[CH2:7][CH2:6][CH2:5][NH:4][CH2:3][CH2:2]1.[CH2:17]([N:19](CC)CC)C.[N:24]1([C:30](Cl)=[O:31])[CH2:29][CH2:28][O:27][CH2:26][CH2:25]1. (5) Given the product [CH3:1][C:2]1[S:3][C:4]2[CH:10]([C:11]([OH:13])=[O:12])[CH2:9][CH2:8][CH2:7][C:5]=2[N:6]=1, predict the reactants needed to synthesize it. The reactants are: [CH3:1][C:2]1[S:3][C:4]2[CH:10]([C:11]([O:13]C)=[O:12])[CH2:9][CH2:8][CH2:7][C:5]=2[N:6]=1.O[Li].O. (6) Given the product [C:11]([N:8]1[CH2:9][CH2:10][C:5]2[N:4]([CH:29]3[CH2:25][CH2:26][N:27]([C:30]([O:32][C:33]([CH3:36])([CH3:35])[CH3:34])=[O:31])[CH2:28]3)[N:3]=[C:2]([Br:1])[C:6]=2[CH2:7]1)(=[O:13])[CH3:12], predict the reactants needed to synthesize it. The reactants are: [Br:1][C:2]1[C:6]2[CH2:7][N:8]([C:11](=[O:13])[CH3:12])[CH2:9][CH2:10][C:5]=2[NH:4][N:3]=1.C([O-])([O-])=O.[Cs+].[Cs+].CS(O[CH:25]1[CH2:29][CH2:28][N:27]([C:30]([O:32][C:33]([CH3:36])([CH3:35])[CH3:34])=[O:31])[CH2:26]1)(=O)=O. (7) Given the product [N:8]1[C:9]2[CH:14]=[CH:13][N:12]=[CH:11][C:10]=2[S:15][CH:6]=1, predict the reactants needed to synthesize it. The reactants are: C(O[C:6]([NH:8][C:9]1[CH:14]=[CH:13][N:12]=[CH:11][C:10]=1[SH:15])=O)(C)(C)C.